This data is from Peptide-MHC class I binding affinity with 185,985 pairs from IEDB/IMGT. The task is: Regression. Given a peptide amino acid sequence and an MHC pseudo amino acid sequence, predict their binding affinity value. This is MHC class I binding data. (1) The peptide sequence is AASCGGAVF. The MHC is HLA-A03:01 with pseudo-sequence HLA-A03:01. The binding affinity (normalized) is 0. (2) The peptide sequence is QAKWRLQTL. The MHC is HLA-B45:01 with pseudo-sequence HLA-B45:01. The binding affinity (normalized) is 0. (3) The peptide sequence is MSLTVGAGV. The MHC is HLA-A02:02 with pseudo-sequence HLA-A02:02. The binding affinity (normalized) is 0.191. (4) The peptide sequence is MELSLRAIQ. The MHC is HLA-A03:01 with pseudo-sequence HLA-A03:01. The binding affinity (normalized) is 0.0847. (5) The MHC is HLA-B40:01 with pseudo-sequence HLA-B40:01. The binding affinity (normalized) is 0.0847. The peptide sequence is DTKCKNNYF. (6) The peptide sequence is QRNGRIDRY. The MHC is HLA-B08:02 with pseudo-sequence HLA-B08:02. The binding affinity (normalized) is 0.0847. (7) The MHC is BoLA-AW10 with pseudo-sequence BoLA-AW10. The binding affinity (normalized) is 0.0641. The peptide sequence is LMMNGTSAM. (8) The peptide sequence is VQPPQLTLQV. The MHC is HLA-B07:02 with pseudo-sequence HLA-B07:02. The binding affinity (normalized) is 0.